From a dataset of TCR-epitope binding with 47,182 pairs between 192 epitopes and 23,139 TCRs. Binary Classification. Given a T-cell receptor sequence (or CDR3 region) and an epitope sequence, predict whether binding occurs between them. (1) The epitope is LPPIVAKEI. The TCR CDR3 sequence is CASSQDGALAGGSSYEQYF. Result: 0 (the TCR does not bind to the epitope). (2) The epitope is RLRPGGKKR. The TCR CDR3 sequence is CASSEDESYEQYF. Result: 1 (the TCR binds to the epitope). (3) The epitope is GPGHKARVL. The TCR CDR3 sequence is CASRGLAGGEQFF. Result: 0 (the TCR does not bind to the epitope). (4) The epitope is LLWNGPMAV. The TCR CDR3 sequence is CASSGEKLFF. Result: 0 (the TCR does not bind to the epitope). (5) The epitope is IPSINVHHY. The TCR CDR3 sequence is CAISGRGDTEAFF. Result: 1 (the TCR binds to the epitope). (6) The epitope is YLDAYNMMI. The TCR CDR3 sequence is CSVESAGGYGYTF. Result: 0 (the TCR does not bind to the epitope).